From a dataset of Retrosynthesis with 50K atom-mapped reactions and 10 reaction types from USPTO. Predict the reactants needed to synthesize the given product. (1) Given the product C=CCC1(CC=NO)c2ccccc2CCc2ccccc21, predict the reactants needed to synthesize it. The reactants are: C=CCC1(CC=O)c2ccccc2CCc2ccccc21.NO. (2) Given the product O=C1C[C@@H](C(F)(F)F)c2c(ncnc2N2CCC(c3nc(CC(F)(F)F)cn3CCN3CCC3)CC2)N1, predict the reactants needed to synthesize it. The reactants are: C1CNC1.CS(=O)(=O)OCCn1cc(CC(F)(F)F)nc1C1CCN(c2ncnc3c2[C@H](C(F)(F)F)CC(=O)N3)CC1.